From a dataset of Catalyst prediction with 721,799 reactions and 888 catalyst types from USPTO. Predict which catalyst facilitates the given reaction. (1) Reactant: [CH2:1]([O:3][C:4]([C:6]1[C:7](Cl)=[N:8][C:9]2[C:14]([C:15]=1[C:16]1[CH:21]=[CH:20][CH:19]=[CH:18][CH:17]=1)=[CH:13][C:12]([Cl:22])=[CH:11][CH:10]=2)=[O:5])[CH3:2].[NH:24]1[CH2:28][CH2:27][CH2:26][CH2:25]1.C([O-])([O-])=O.[K+].[K+]. Product: [CH2:1]([O:3][C:4]([C:6]1[C:7]([N:24]2[CH2:28][CH2:27][CH2:26][CH2:25]2)=[N:8][C:9]2[C:14]([C:15]=1[C:16]1[CH:21]=[CH:20][CH:19]=[CH:18][CH:17]=1)=[CH:13][C:12]([Cl:22])=[CH:11][CH:10]=2)=[O:5])[CH3:2]. The catalyst class is: 58. (2) Reactant: [C:1]([C:3]1([NH:6][C:7]([C@@H:9]2[CH2:13][C@@H:12]([S:14][C:15]3[CH:20]=[CH:19][C:18]([C:21]4[CH:22]=[N:23][N:24]([CH3:26])[CH:25]=4)=[CH:17][C:16]=3[C:27]([F:30])([F:29])[F:28])[CH2:11][N:10]2[C:31]([C:33]2([C:36]([F:39])([F:38])[F:37])[CH2:35][CH2:34]2)=[O:32])=[O:8])[CH2:5][CH2:4]1)#[N:2].[OH2:40].[OH2:41].O.O.O.O.C(O[O-])(=O)C1C(=CC=CC=1)C([O-])=O.[Mg+2].S(S([O-])=O)([O-])(=O)=O.[Na+].[Na+].[OH-].[Na+]. Product: [C:1]([C:3]1([NH:6][C:7]([C@@H:9]2[CH2:13][C@@H:12]([S:14]([C:15]3[CH:20]=[CH:19][C:18]([C:21]4[CH:22]=[N:23][N:24]([CH3:26])[CH:25]=4)=[CH:17][C:16]=3[C:27]([F:30])([F:29])[F:28])(=[O:41])=[O:40])[CH2:11][N:10]2[C:31]([C:33]2([C:36]([F:39])([F:38])[F:37])[CH2:34][CH2:35]2)=[O:32])=[O:8])[CH2:4][CH2:5]1)#[N:2]. The catalyst class is: 47. (3) Reactant: [CH2:1]([C:3]1[N:4]=[C:5]2[C:10]([C:11]([F:14])([F:13])[F:12])=[CH:9][CH:8]=[N:7][N:6]2[C:15]=1[C:16]1[CH:17]=[C:18]([OH:22])[CH:19]=[CH:20][CH:21]=1)[CH3:2].Br[C:24]1[CH:29]=[CH:28][CH:27]=[C:26]([S:30]([CH3:33])(=[O:32])=[O:31])[CH:25]=1.C(=O)([O-])[O-].[Cs+].[Cs+].Cl.CN(C)CC(O)=O. Product: [CH2:1]([C:3]1[N:4]=[C:5]2[C:10]([C:11]([F:14])([F:13])[F:12])=[CH:9][CH:8]=[N:7][N:6]2[C:15]=1[C:16]1[CH:21]=[CH:20][CH:19]=[C:18]([O:22][C:24]2[CH:29]=[CH:28][CH:27]=[C:26]([S:30]([CH3:33])(=[O:32])=[O:31])[CH:25]=2)[CH:17]=1)[CH3:2]. The catalyst class is: 38. (4) The catalyst class is: 9. Reactant: [Cl:1][C:2]1[CH:7]=[CH:6][N:5]=[C:4]([CH2:8][NH:9][C:10]2[O:11][C:12]3[C:18]([O:19][CH3:20])=[CH:17][C:16]([C:21]([OH:23])=O)=[CH:15][C:13]=3[N:14]=2)[CH:3]=1.[CH3:24][C:25]([OH:35])([CH3:34])[CH2:26][CH:27]1[CH2:32][O:31][CH:30]([CH3:33])[CH2:29][NH:28]1.C(N(CC)C(C)C)(C)C.CN(C(ON1N=NC2C=CC=NC1=2)=[N+](C)C)C.F[P-](F)(F)(F)(F)F. Product: [Cl:1][C:2]1[CH:7]=[CH:6][N:5]=[C:4]([CH2:8][NH:9][C:10]2[O:11][C:12]3[C:18]([O:19][CH3:20])=[CH:17][C:16]([C:21]([N:28]4[CH:27]([CH2:26][C:25]([OH:35])([CH3:24])[CH3:34])[CH2:32][O:31][CH:30]([CH3:33])[CH2:29]4)=[O:23])=[CH:15][C:13]=3[N:14]=2)[CH:3]=1. (5) Reactant: C1(P(C2C=CC=CC=2)C2C=CC=CC=2)C=CC=CC=1.[Br:20]Br.[Cl:22][C:23]1[CH:28]=[CH:27][C:26]([C@H:29]([CH3:33])[CH2:30][CH2:31]O)=[CH:25][CH:24]=1. Product: [Br:20][CH2:31][CH2:30][C@H:29]([C:26]1[CH:27]=[CH:28][C:23]([Cl:22])=[CH:24][CH:25]=1)[CH3:33]. The catalyst class is: 2. (6) Reactant: [CH3:1][O:2][C:3]1[CH:4]=[C:5]([CH:9]=[CH:10][N:11]=1)[C:6]([OH:8])=O.CN1CCOCC1.C(OC(Cl)=O)C(C)C.[NH2:27][C:28]1[S:29][C:30]([C:34]([NH:36][CH2:37][C:38]2[CH:43]=[CH:42][CH:41]=[CH:40][CH:39]=2)=[O:35])=[C:31]([CH3:33])[N:32]=1. Product: [CH2:37]([NH:36][C:34]([C:30]1[S:29][C:28]([NH:27][C:6](=[O:8])[C:5]2[CH:9]=[CH:10][N:11]=[C:3]([O:2][CH3:1])[CH:4]=2)=[N:32][C:31]=1[CH3:33])=[O:35])[C:38]1[CH:43]=[CH:42][CH:41]=[CH:40][CH:39]=1. The catalyst class is: 7. (7) Reactant: [CH:1]1([NH:4][C:5]2[C:10]([C:11]([O:13]CC)=[O:12])=[CH:9][N:8]=[C:7]3[N:16]([CH2:19][CH3:20])[N:17]=[CH:18][C:6]=23)[CH2:3][CH2:2]1.[OH-].[Na+].O. Product: [CH:1]1([NH:4][C:5]2[C:10]([C:11]([OH:13])=[O:12])=[CH:9][N:8]=[C:7]3[N:16]([CH2:19][CH3:20])[N:17]=[CH:18][C:6]=23)[CH2:2][CH2:3]1. The catalyst class is: 8. (8) Reactant: [Br:1]Br.[CH2:3]([O:5][C:6](=[O:12])[CH2:7][CH2:8][C:9]([CH3:11])=[O:10])[CH3:4].N#N. Product: [CH2:3]([O:5][C:6](=[O:12])[CH2:7][CH2:8][C:9](=[O:10])[CH2:11][Br:1])[CH3:4]. The catalyst class is: 14. (9) Reactant: [Cl:1][C:2]1[CH:7]=[CH:6][C:5]([S:8]([C:11]2[CH:16]=[CH:15][CH:14]=[CH:13][CH:12]=2)(=[O:10])=[O:9])=[CH:4][C:3]=1[S:17]([NH:20][CH:21]1[CH2:26][CH2:25][NH:24][CH2:23][CH2:22]1)(=[O:19])=[O:18].C(N(CC)CC)C.[F:34][C:35]([F:46])([F:45])[C:36](O[C:36](=[O:37])[C:35]([F:46])([F:45])[F:34])=[O:37]. Product: [Cl:1][C:2]1[CH:7]=[CH:6][C:5]([S:8]([C:11]2[CH:12]=[CH:13][CH:14]=[CH:15][CH:16]=2)(=[O:9])=[O:10])=[CH:4][C:3]=1[S:17]([NH:20][CH:21]1[CH2:26][CH2:25][N:24]([C:36](=[O:37])[C:35]([F:46])([F:45])[F:34])[CH2:23][CH2:22]1)(=[O:18])=[O:19]. The catalyst class is: 4.